Dataset: Forward reaction prediction with 1.9M reactions from USPTO patents (1976-2016). Task: Predict the product of the given reaction. (1) Given the reactants N#N.[NH:3]1[C:7]2[CH:8]=[CH:9][CH:10]=[CH:11][C:6]=2[N:5]=[C:4]1[CH:12]([NH2:24])[CH2:13][C:14]1[CH:19]=[C:18]([F:20])[C:17]([O:21][CH3:22])=[CH:16][C:15]=1[F:23].[C:25](N1C=CN=C1)(N1C=CN=C1)=[O:26].O, predict the reaction product. The product is: [F:23][C:15]1[CH:16]=[C:17]([O:21][CH3:22])[C:18]([F:20])=[CH:19][C:14]=1[CH2:13][CH:12]1[C:4]2=[N:5][C:6]3[CH:11]=[CH:10][CH:9]=[CH:8][C:7]=3[N:3]2[C:25](=[O:26])[NH:24]1. (2) Given the reactants [Cl:1][C:2]1[C:10]([C:11]([C:14]#[N:15])([CH3:13])[CH3:12])=[CH:9][CH:8]=[CH:7][C:3]=1[C:4]([OH:6])=O.C(Cl)(=O)C(Cl)=O.CN(C)C=O.[NH2:27][C:28]1[CH:29]=[C:30]([CH:45]=[CH:46][CH:47]=1)[O:31][C:32]1[CH:44]=[CH:43][C:35]2[N:36]=[C:37]([NH:39][C:40](=[O:42])[CH3:41])[S:38][C:34]=2[CH:33]=1, predict the reaction product. The product is: [C:40]([NH:39][C:37]1[S:38][C:34]2[CH:33]=[C:32]([O:31][C:30]3[CH:29]=[C:28]([NH:27][C:4](=[O:6])[C:3]4[CH:7]=[CH:8][CH:9]=[C:10]([C:11]([C:14]#[N:15])([CH3:13])[CH3:12])[C:2]=4[Cl:1])[CH:47]=[CH:46][CH:45]=3)[CH:44]=[CH:43][C:35]=2[N:36]=1)(=[O:42])[CH3:41]. (3) The product is: [Cl:1][C:2]1[CH:7]=[CH:6][C:5]([CH:8]2[C:15]3[C:14]([CH3:16])=[N:13][N:12]([CH:17]4[CH2:19][CH2:18]4)[C:11]=3[C:10](=[O:20])[NH:9]2)=[CH:4][CH:3]=1. Given the reactants [Cl:1][C:2]1[CH:7]=[CH:6][C:5]([CH:8]2[C:15]3[C:14]([CH3:16])=[N:13][N:12]([CH:17]4[CH2:19][CH2:18]4)[C:11]=3[C:10](=[O:20])[N:9]2CC2C=CC(OC)=CC=2)=[CH:4][CH:3]=1, predict the reaction product. (4) Given the reactants [Br:1][C:2]1[CH:10]=[CH:9][C:5]([C:6]([OH:8])=[O:7])=[C:4]([CH3:11])[CH:3]=1.S(=O)(=O)(O)O.[CH3:17]O, predict the reaction product. The product is: [Br:1][C:2]1[CH:10]=[CH:9][C:5]([C:6]([O:8][CH3:17])=[O:7])=[C:4]([CH3:11])[CH:3]=1.